Task: Regression/Classification. Given a drug SMILES string, predict its absorption, distribution, metabolism, or excretion properties. Task type varies by dataset: regression for continuous measurements (e.g., permeability, clearance, half-life) or binary classification for categorical outcomes (e.g., BBB penetration, CYP inhibition). Dataset: cyp2d6_veith.. Dataset: CYP2D6 inhibition data for predicting drug metabolism from PubChem BioAssay The molecule is COc1cccc(Sc2cc(N3CCOCC3)nc(-c3ccccc3)n2)c1. The result is 0 (non-inhibitor).